This data is from Full USPTO retrosynthesis dataset with 1.9M reactions from patents (1976-2016). The task is: Predict the reactants needed to synthesize the given product. Given the product [C:35]([O:34][C:32]([N:9]1[CH2:10][CH2:11][C@H:12]([C:13]2[CH:18]=[CH:17][C:16]([O:19][CH2:20][CH2:21][O:22][C:23]3[C:28]([Cl:29])=[CH:27][C:26]([CH3:30])=[CH:25][C:24]=3[Cl:31])=[CH:15][CH:14]=2)[C@@H:7]([C:5]([N:4]([CH2:39][C:40]2[CH:41]=[C:42]([CH:43]=[C:44]([CH2:46][CH2:47][CH2:48][O:49][CH3:50])[CH:45]=2)[O:51][CH2:52][C@@H:53]2[CH2:55][C@H:54]2[C:56]([OH:58])=[O:57])[CH:1]2[CH2:2][CH2:3]2)=[O:6])[CH2:8]1)=[O:33])([CH3:37])([CH3:36])[CH3:38], predict the reactants needed to synthesize it. The reactants are: [CH:1]1([N:4]([CH2:39][C:40]2[CH:45]=[C:44]([CH2:46][CH2:47][CH2:48][O:49][CH3:50])[CH:43]=[C:42]([O:51][CH2:52][C@@H:53]3[CH2:55][C@H:54]3[C:56]([O:58]CC)=[O:57])[CH:41]=2)[C:5]([C@@H:7]2[C@@H:12]([C:13]3[CH:18]=[CH:17][C:16]([O:19][CH2:20][CH2:21][O:22][C:23]4[C:28]([Cl:29])=[CH:27][C:26]([CH3:30])=[CH:25][C:24]=4[Cl:31])=[CH:15][CH:14]=3)[CH2:11][CH2:10][N:9]([C:32]([O:34][C:35]([CH3:38])([CH3:37])[CH3:36])=[O:33])[CH2:8]2)=[O:6])[CH2:3][CH2:2]1.[OH-].[Na+].